Dataset: Catalyst prediction with 721,799 reactions and 888 catalyst types from USPTO. Task: Predict which catalyst facilitates the given reaction. (1) Reactant: [C:1]([C:3]1[C:7]2[NH:8][C:9](=[O:28])[N:10]([CH:13]3[CH2:18][CH2:17][N:16]([C:19]4[S:20][C:21]([C:24]([O:26]C)=[O:25])=[CH:22][N:23]=4)[CH2:15][CH2:14]3)[C:11](=[O:12])[C:6]=2[NH:5][C:4]=1[CH3:29])#[N:2].CC1NC2C(=O)N(C3CCNCC3)C(=O)NC=2C=1C#N.[OH-].[Na+]. Product: [C:1]([C:3]1[C:7]2[NH:8][C:9](=[O:28])[N:10]([CH:13]3[CH2:18][CH2:17][N:16]([C:19]4[S:20][C:21]([C:24]([OH:26])=[O:25])=[CH:22][N:23]=4)[CH2:15][CH2:14]3)[C:11](=[O:12])[C:6]=2[NH:5][C:4]=1[CH3:29])#[N:2]. The catalyst class is: 87. (2) Reactant: [F:1][C:2]1[CH:7]=[CH:6][CH:5]=[CH:4][C:3]=1[C:8]1[N:9]=[C:10]([CH2:13][N:14]([CH3:22])[C:15](=[O:21])[O:16][C:17]([CH3:20])([CH3:19])[CH3:18])[S:11][CH:12]=1.[Br:23]N1C(=O)CCC1=O.O. Product: [Br:23][C:12]1[S:11][C:10]([CH2:13][N:14]([CH3:22])[C:15](=[O:21])[O:16][C:17]([CH3:18])([CH3:19])[CH3:20])=[N:9][C:8]=1[C:3]1[CH:4]=[CH:5][CH:6]=[CH:7][C:2]=1[F:1]. The catalyst class is: 9.